Dataset: Forward reaction prediction with 1.9M reactions from USPTO patents (1976-2016). Task: Predict the product of the given reaction. (1) Given the reactants [Cl:1][C:2]1[CH:3]=[C:4]([CH:6]=[CH:7][C:8]=1[O:9][C:10]1[C:19]2[C:14](=[CH:15][C:16]([O:22][CH3:23])=[C:17]([O:20][CH3:21])[CH:18]=2)[N:13]=[CH:12][N:11]=1)[NH2:5].C(N(CC)CC)C.ClC(Cl)(O[C:35](=[O:41])OC(Cl)(Cl)Cl)Cl.[NH2:43][C:44]1[S:45][CH:46]=[C:47]([CH3:49])[N:48]=1, predict the reaction product. The product is: [Cl:1][C:2]1[CH:3]=[C:4]([NH:5][C:35]([NH:43][C:44]2[S:45][CH:46]=[C:47]([CH3:49])[N:48]=2)=[O:41])[CH:6]=[CH:7][C:8]=1[O:9][C:10]1[C:19]2[C:14](=[CH:15][C:16]([O:22][CH3:23])=[C:17]([O:20][CH3:21])[CH:18]=2)[N:13]=[CH:12][N:11]=1. (2) Given the reactants [C:1]([N:4]1[CH2:9][CH2:8][CH:7]([C:10](Cl)=[N:11]OS(C)(=O)=O)[CH2:6][CH2:5]1)(=[O:3])[CH3:2].N1C=CC=CC=1.[S-:24][C:25]#[N:26].[Na+].[Br:28][C:29]1[CH:30]=[C:31]([O:36][C:37]2[C:38]([CH3:43])=[N:39][CH:40]=[CH:41][CH:42]=2)[C:32]([NH2:35])=[N:33][CH:34]=1, predict the reaction product. The product is: [Br:28][C:29]1[CH:30]=[C:31]([O:36][C:37]2[C:38]([CH3:43])=[N:39][CH:40]=[CH:41][CH:42]=2)[C:32]([NH:35][C:25]2[S:24][N:11]=[C:10]([CH:7]3[CH2:6][CH2:5][N:4]([C:1](=[O:3])[CH3:2])[CH2:9][CH2:8]3)[N:26]=2)=[N:33][CH:34]=1. (3) Given the reactants ClC1C=CC(N2[C:17]3[C:12](=[C:13]([CH3:21])[C:14]([OH:20])=[C:15]([CH3:19])[C:16]=3C)[CH2:11]C3(CCC3)C2)=CC=1.[N+:25]([O-:28])(O)=[O:26], predict the reaction product. The product is: [CH3:21][C:13]1[C:12]([CH3:11])=[C:17]([N+:25]([O-:28])=[O:26])[CH:16]=[C:15]([CH3:19])[C:14]=1[OH:20]. (4) Given the reactants [Cl:1][C:2]1[CH:7]=[C:6]([N+:8]([O-])=O)[CH:5]=[C:4]([Cl:11])[C:3]=1[I:12].[Cl-].[NH4+].O, predict the reaction product. The product is: [Cl:1][C:2]1[CH:7]=[C:6]([CH:5]=[C:4]([Cl:11])[C:3]=1[I:12])[NH2:8]. (5) The product is: [I:11][C:10]1[C:3]2[C:2]([NH2:1])=[N:7][CH:6]=[N:5][C:4]=2[N:8]([C@H:12]2[CH2:15][C@@H:14]([CH2:16][N:44]3[CH2:45][CH2:46][S:41](=[O:40])[CH2:42][CH2:43]3)[CH2:13]2)[CH:9]=1. Given the reactants [NH2:1][C:2]1[C:3]2[C:10]([I:11])=[CH:9][N:8]([C@@H:12]3[CH2:15][C@H:14]([CH2:16]O)[CH2:13]3)[C:4]=2[N:5]=[CH:6][N:7]=1.I(C1C=CC=CC=1C(O)=O)(=O)=O.C(N(C(C)C)CC)(C)C.Cl.[O:40]=[S:41]1[CH2:46][CH2:45][NH:44][CH2:43][CH2:42]1.C(O[BH-](OC(=O)C)OC(=O)C)(=O)C.[Na+], predict the reaction product. (6) Given the reactants [CH3:1][C:2]1[N:7]=[CH:6][C:5](Br)=[CH:4][CH:3]=1.[Li]CCCC.CCCCCC.[CH3:20][C:21]1([CH3:33])[C:30]2[C:25](=[CH:26][C:27]([Br:31])=[CH:28][CH:29]=2)[C:24](=O)[CH2:23][CH2:22]1, predict the reaction product. The product is: [CH3:1][C:2]1[N:7]=[CH:6][C:5]([C:24]2[C:25]3[C:30](=[CH:29][CH:28]=[C:27]([Br:31])[CH:26]=3)[C:21]([CH3:33])([CH3:20])[CH2:22][CH:23]=2)=[CH:4][CH:3]=1. (7) Given the reactants Br[C:2]1[S:3][CH:4]=[C:5]([C:7]2[CH:12]=[CH:11][C:10]([F:13])=[CH:9][CH:8]=2)[N:6]=1.[N:14]1([C:20]([O:22][C:23]([CH3:26])([CH3:25])[CH3:24])=[O:21])[CH2:19][CH2:18][NH:17][CH2:16][CH2:15]1.C(=O)([O-])[O-].[K+].[K+].O, predict the reaction product. The product is: [F:13][C:10]1[CH:11]=[CH:12][C:7]([C:5]2[N:6]=[C:2]([N:17]3[CH2:16][CH2:15][N:14]([C:20]([O:22][C:23]([CH3:26])([CH3:25])[CH3:24])=[O:21])[CH2:19][CH2:18]3)[S:3][CH:4]=2)=[CH:8][CH:9]=1. (8) Given the reactants [CH3:1][C:2]1[CH:7]=[C:6]([S:8](=[O:11])(=[O:10])[NH2:9])[CH:5]=[CH:4][C:3]=1[NH:12][C:13]([C:15]1[CH:20]=[C:19](Cl)[N:18]=[CH:17][N:16]=1)=[O:14].[CH:22]1(CCCN)[CH2:27][CH2:26][CH2:25][CH2:24][CH2:23]1, predict the reaction product. The product is: [NH2:9][S:8]([C:6]1[CH:5]=[CH:4][C:3]([NH:12][C:13]([C:15]2[CH:20]=[C:19]([N:12]([CH:22]3[CH2:23][CH2:24][CH2:25][CH2:26][CH2:27]3)[CH2:3][CH2:2][CH3:1])[N:18]=[CH:17][N:16]=2)=[O:14])=[C:2]([CH3:1])[CH:7]=1)(=[O:11])=[O:10]. (9) The product is: [NH2:1][C@H:2]([C:5]([OH:7])=[O:6])[CH2:3][NH2:4].[OH:27][C:21]([C:23]([F:26])([F:25])[F:24])=[O:22].[CH3:15][N:16]([CH3:20])[CH2:17][CH2:18][NH2:19]. Given the reactants [NH:1](C(OC(C)(C)C)=O)[C@H:2]([C:5]([OH:7])=[O:6])[CH2:3][NH2:4].[CH3:15][N:16]([CH3:20])[CH2:17][CH2:18][NH2:19].[C:21]([OH:27])([C:23]([F:26])([F:25])[F:24])=[O:22], predict the reaction product.